From a dataset of Reaction yield outcomes from USPTO patents with 853,638 reactions. Predict the reaction yield, written as a fraction of the theoretical maximum amount of product (1.0 means a 100% yield; for example, 0.34 means a 34% yield). (1) The reactants are [CH3:1][O:2][C:3]1[CH:12]=[CH:11][C:10]([CH:13]=O)=[C:9]2[C:4]=1[CH2:5][CH2:6][C:7](=[O:15])[NH:8]2.C(O)(=O)C. The catalyst is [C].[Pd].C(O)C. The product is [CH3:1][O:2][C:3]1[CH:12]=[CH:11][C:10]([CH3:13])=[C:9]2[C:4]=1[CH2:5][CH2:6][C:7](=[O:15])[NH:8]2. The yield is 0.890. (2) The reactants are [N:1]1[CH:6]=[CH:5][N:4]=[CH:3][C:2]=1[C:7]1[CH:14]=[CH:13][CH:12]=[CH:11][C:8]=1[CH:9]=[O:10].[BH4-].[Na+]. The catalyst is CO. The product is [N:1]1[CH:6]=[CH:5][N:4]=[CH:3][C:2]=1[C:7]1[CH:14]=[CH:13][CH:12]=[CH:11][C:8]=1[CH2:9][OH:10]. The yield is 0.700. (3) The reactants are [F:1][C:2]1[CH:7]=[CH:6][C:5]([C:8]([N:10]2[CH2:15][CH2:14][CH2:13][CH:12](O)[CH2:11]2)=[O:9])=[CH:4][CH:3]=1.[F:17][C:18]1[CH:23]=[CH:22][CH:21]=[CH:20][C:19]=1[C:24]1[NH:28][N:27]=[N:26][N:25]=1. No catalyst specified. The product is [F:1][C:2]1[CH:7]=[CH:6][C:5]([C:8]([N:10]2[CH2:15][CH2:14][CH2:13][CH:12]([N:26]3[N:27]=[N:28][C:24]([C:19]4[CH:20]=[CH:21][CH:22]=[CH:23][C:18]=4[F:17])=[N:25]3)[CH2:11]2)=[O:9])=[CH:4][CH:3]=1. The yield is 0.150. (4) The reactants are Cl.[CH3:2][O:3][C:4]1[CH:5]=[C:6]2[C:11](=[CH:12][CH:13]=1)[C:10]([C:14]1[CH:27]=[CH:26][C:17]([O:18][CH2:19][CH2:20][N:21]3[CH2:25][CH2:24][CH2:23][CH2:22]3)=[CH:16][CH:15]=1)=[C:9]([C:28]1[CH:33]=[CH:32][CH:31]=[CH:30][CH:29]=1)[CH2:8][CH2:7]2. The catalyst is CCO.CO.[OH-].[OH-].[Pd+2]. The product is [CH3:2][O:3][C:4]1[CH:5]=[C:6]2[C:11](=[CH:12][CH:13]=1)[C@@H:10]([C:14]1[CH:27]=[CH:26][C:17]([O:18][CH2:19][CH2:20][N:21]3[CH2:25][CH2:24][CH2:23][CH2:22]3)=[CH:16][CH:15]=1)[C@@H:9]([C:28]1[CH:33]=[CH:32][CH:31]=[CH:30][CH:29]=1)[CH2:8][CH2:7]2. The yield is 0.900. (5) The reactants are [C:1]([O:5][C:6]([N:8]1[CH2:13][CH2:12][CH2:11][CH2:10][CH:9]1[C:14](O)=O)=[O:7])([CH3:4])([CH3:3])[CH3:2].C([N:19](CC)CC)C.ClC(OCC)=O.N. The catalyst is C1COCC1. The product is [C:1]([O:5][C:6]([N:8]1[CH2:13][CH2:12][CH2:11][CH2:10][CH:9]1[C:14]#[N:19])=[O:7])([CH3:4])([CH3:3])[CH3:2]. The yield is 0.740. (6) The reactants are [C:1](=[O:8])([O:3][C:4]([CH3:7])([CH3:6])[CH3:5])[NH2:2].[OH-].[Na+].Cl[O:12]C(C)(C)C.[CH3:62][CH2:61][C@H:60]1[C@H:55]2[CH2:54][C@H:53]([C@H:52](OC3C4C(=CC=CC=4)C(O[C@H:52]([C:63]4C=CN=[C:69]5[C:64]=4[CH:65]=[C:66](OC)[CH:67]=[CH:68]5)[C@@H:53]4N5C[C@H:60]([CH2:61][CH3:62])[C@@H:55]([CH2:56][CH2:57]5)[CH2:54]4)=NN=3)[C:63]3C=CN=[C:65]4[C:64]=3[CH:69]=[C:68](OC)[CH:67]=[CH:66]4)N([CH2:57][CH2:56]2)C1.C1(C#CC2C=CC=C(C=C)C=2)C=CC=CC=1. The catalyst is C(O)CC.O.CCOC(C)=O. The product is [OH:12][CH2:57][C@@H:56]([NH:2][C:1](=[O:8])[O:3][C:4]([CH3:7])([CH3:6])[CH3:5])[C:55]1[CH:60]=[CH:61][CH:62]=[C:53]([C:52]#[C:63][C:64]2[CH:65]=[CH:66][CH:67]=[CH:68][CH:69]=2)[CH:54]=1. The yield is 0.510.